Task: Predict the reaction yield, written as a fraction of the theoretical maximum amount of product (1.0 means a 100% yield; for example, 0.34 means a 34% yield).. Dataset: Reaction yield outcomes from USPTO patents with 853,638 reactions (1) The reactants are [F:1][C:2]1[CH:7]=[CH:6][C:5]([N:8]2[C:16]3[C:11](=[CH:12][C:13]([S:17][C@H:18]([C:22]4[CH:27]=[CH:26][CH:25]=[CH:24][CH:23]=4)[C@@H:19]([NH2:21])[CH3:20])=[CH:14][CH:15]=3)[CH:10]=[N:9]2)=[CH:4][CH:3]=1.CN(C)C(N(C)C)=N.[F:36][C:37]([F:44])([F:43])[C:38](OCC)=[O:39]. The catalyst is CO. The product is [F:36][C:37]([F:44])([F:43])[C:38]([NH:21][C@@H:19]([CH3:20])[C@H:18]([S:17][C:13]1[CH:12]=[C:11]2[C:16](=[CH:15][CH:14]=1)[N:8]([C:5]1[CH:6]=[CH:7][C:2]([F:1])=[CH:3][CH:4]=1)[N:9]=[CH:10]2)[C:22]1[CH:23]=[CH:24][CH:25]=[CH:26][CH:27]=1)=[O:39]. The yield is 0.530. (2) The reactants are [OH:1][CH2:2][C:3]1([CH2:7][OH:8])[CH2:6][CH2:5][CH2:4]1.O1CCCC1.[H-].[Na+].[CH2:16](Br)[C:17]1[CH:22]=[CH:21][CH:20]=[CH:19][CH:18]=1. The catalyst is CN(C)C=O. The product is [CH2:16]([O:1][CH2:2][C:3]1([CH2:7][OH:8])[CH2:6][CH2:5][CH2:4]1)[C:17]1[CH:22]=[CH:21][CH:20]=[CH:19][CH:18]=1. The yield is 0.860. (3) The reactants are [NH2:1][C:2]1[CH:10]=[C:9]2[C:5]([C:6](=CC3NC4CCN(CCN(CC)CC)C(=O)C=4C=3C)[C:7](=[O:11])[NH:8]2)=[CH:4][C:3]=1[F:31].[C:32](Cl)(=[O:34])[CH3:33]. The catalyst is O1CCCC1. The product is [F:31][C:3]1[CH:4]=[C:5]2[C:9](=[CH:10][C:2]=1[NH:1][C:32](=[O:34])[CH3:33])[NH:8][C:7](=[O:11])[CH2:6]2. The yield is 0.990.